Dataset: Catalyst prediction with 721,799 reactions and 888 catalyst types from USPTO. Task: Predict which catalyst facilitates the given reaction. Reactant: [Cl:1][C:2]1[CH:3]=[C:4]([C:9]2[O:10][CH:11]=[CH:12][N:13]=2)[CH:5]=[CH:6][C:7]=1[CH3:8].[Br:14]N1C(=O)CCC1=O.CCCCCC. Product: [Br:14][CH2:8][C:7]1[CH:6]=[CH:5][C:4]([C:9]2[O:10][CH:11]=[CH:12][N:13]=2)=[CH:3][C:2]=1[Cl:1]. The catalyst class is: 53.